This data is from Forward reaction prediction with 1.9M reactions from USPTO patents (1976-2016). The task is: Predict the product of the given reaction. (1) The product is: [C:17]([O:20][CH2:13][C:8]1[CH:7]=[C:6]([O:15][CH3:16])[C:5]([O:4][CH2:3][CH2:2][Cl:1])=[CH:10][C:9]=1[CH2:11][O:20][C:17](=[O:19])[CH3:18])(=[O:19])[CH3:18]. Given the reactants [Cl:1][CH2:2][CH2:3][O:4][C:5]1[CH:10]=[C:9]([CH2:11]Cl)[C:8]([CH2:13]Cl)=[CH:7][C:6]=1[O:15][CH3:16].[C:17]([O-:20])(=[O:19])[CH3:18].[Na+], predict the reaction product. (2) The product is: [F:1][C:2]1[CH:3]=[CH:4][C:5]([C:8]2[NH:26][C:25]3[N:24]([N:23]=[CH:22][C:21]=3[C:16]3[CH:17]=[CH:18][CH:19]=[CH:20][N:15]=3)[C:10](=[O:12])[CH:9]=2)=[CH:6][CH:7]=1. Given the reactants [F:1][C:2]1[CH:7]=[CH:6][C:5]([C:8](=O)[CH2:9][C:10]([O:12]C)=O)=[CH:4][CH:3]=1.[N:15]1[CH:20]=[CH:19][CH:18]=[CH:17][C:16]=1[C:21]1[CH:22]=[N:23][NH:24][C:25]=1[NH2:26], predict the reaction product. (3) Given the reactants C1(P(C2C=CC=CC=2)C2C=CC3C(=CC=CC=3)C=2C2C3C(=CC=CC=3)C=CC=2P(C2C=CC=CC=2)C2C=CC=CC=2)C=CC=CC=1.I[C:48]1[CH:49]=[N:50][CH:51]=[CH:52][CH:53]=1.[CH3:54][O:55][C:56]1[CH:57]=[C:58]([C:62]2([C:68]#[N:69])[CH2:67][CH2:66][NH:65][CH2:64][CH2:63]2)[CH:59]=[CH:60][CH:61]=1.CC(C)([O-])C.[Na+], predict the reaction product. The product is: [N:50]1[CH:51]=[CH:52][CH:53]=[C:48]([N:65]2[CH2:66][CH2:67][C:62]([C:58]3[CH:59]=[CH:60][CH:61]=[C:56]([O:55][CH3:54])[CH:57]=3)([C:68]#[N:69])[CH2:63][CH2:64]2)[CH:49]=1. (4) Given the reactants [C:1]([O:5][C:6]([N:8]1[CH2:13][CH2:12][N:11]([C:14]([C:16]2[CH:20]=[C:19]([C:21]3[CH:26]=[C:25](S(C)(=O)=O)[CH:24]=[CH:23][N:22]=3)[N:18]([C:31]3[CH:32]=[N:33][C:34]([O:37][CH3:38])=[CH:35][CH:36]=3)[N:17]=2)=[O:15])[CH2:10][CH2:9]1)=[O:7])([CH3:4])([CH3:3])[CH3:2].[NH:39]1[CH2:43][CH2:42][CH2:41][CH2:40]1, predict the reaction product. The product is: [C:1]([O:5][C:6]([N:8]1[CH2:13][CH2:12][N:11]([C:14]([C:16]2[CH:20]=[C:19]([C:21]3[CH:26]=[C:25]([N:39]4[CH2:43][CH2:42][CH2:41][CH2:40]4)[CH:24]=[CH:23][N:22]=3)[N:18]([C:31]3[CH:32]=[N:33][C:34]([O:37][CH3:38])=[CH:35][CH:36]=3)[N:17]=2)=[O:15])[CH2:10][CH2:9]1)=[O:7])([CH3:4])([CH3:3])[CH3:2]. (5) Given the reactants [CH2:1]([O:8][C:9]1[CH:14]=[CH:13][C:12](I)=[CH:11][CH:10]=1)[C:2]1[CH:7]=[CH:6][CH:5]=[CH:4][CH:3]=1.[C:16]([O:20][C:21]([N:23]1[CH2:28][C:27](=[O:29])[NH:26][C@@H:25]([CH2:30][OH:31])[CH2:24]1)=[O:22])([CH3:19])([CH3:18])[CH3:17].[O-]P([O-])([O-])=O.[K+].[K+].[K+].CNCCNC, predict the reaction product. The product is: [C:16]([O:20][C:21]([N:23]1[CH2:28][C:27](=[O:29])[N:26]([C:12]2[CH:13]=[CH:14][C:9]([O:8][CH2:1][C:2]3[CH:7]=[CH:6][CH:5]=[CH:4][CH:3]=3)=[CH:10][CH:11]=2)[C@@H:25]([CH2:30][OH:31])[CH2:24]1)=[O:22])([CH3:19])([CH3:18])[CH3:17]. (6) Given the reactants Cl[CH2:2][C:3]1[S:4][C:5]2[C:10]([N:11]=1)=[CH:9][CH:8]=[CH:7][N:6]=2.[N:12]1([C:18]2[CH:25]=[CH:24][CH:23]=[CH:22][C:19]=2[C:20]#[N:21])[CH2:17][CH2:16][NH:15][CH2:14][CH2:13]1.CCN(C(C)C)C(C)C, predict the reaction product. The product is: [N:11]1[C:10]2[C:5](=[N:6][CH:7]=[CH:8][CH:9]=2)[S:4][C:3]=1[CH2:2][N:15]1[CH2:14][CH2:13][N:12]([C:18]2[CH:25]=[CH:24][CH:23]=[CH:22][C:19]=2[C:20]#[N:21])[CH2:17][CH2:16]1. (7) Given the reactants [Cl:1][C:2]1[CH:3]=[N:4][CH:5]=[C:6]([Cl:20])[C:7]=1[S:8][C:9]1[S:13][C:12]([C:14](Cl)=[O:15])=[CH:11][C:10]=1[N+:17]([O-:19])=[O:18].[CH2:21]([O:23][C:24]1[CH:25]=[C:26]([CH:29]=[CH:30][CH:31]=1)[CH2:27][NH2:28])[CH3:22], predict the reaction product. The product is: [Cl:1][C:2]1[CH:3]=[N:4][CH:5]=[C:6]([Cl:20])[C:7]=1[S:8][C:9]1[S:13][C:12]([C:14]([NH:28][CH2:27][C:26]2[CH:29]=[CH:30][CH:31]=[C:24]([O:23][CH2:21][CH3:22])[CH:25]=2)=[O:15])=[CH:11][C:10]=1[N+:17]([O-:19])=[O:18]. (8) Given the reactants [F:1][C:2]([F:14])([F:13])[C:3]1[CH:8]=[CH:7][C:6](/[CH:9]=[CH:10]/[CH2:11]O)=[CH:5][CH:4]=1.C1(P(C2C=CC=CC=2)C2C=CC=CC=2)C=CC=CC=1.C(Br)(Br)(Br)[Br:35].O, predict the reaction product. The product is: [Br:35][CH2:11]/[CH:10]=[CH:9]/[C:6]1[CH:7]=[CH:8][C:3]([C:2]([F:14])([F:13])[F:1])=[CH:4][CH:5]=1. (9) Given the reactants [NH:1]([C:8](=[O:33])[CH2:9][N:10]1[C:18]2[CH:17]=[CH:16][C:15]([Cl:19])=[C:14]([Cl:20])[C:13]=2[C:12]2[CH2:21][CH2:22][N:23](C(OC(C)(C)C)=O)[CH2:24][CH2:25][C:11]1=2)[C:2]1[CH:7]=[CH:6][CH:5]=[CH:4][CH:3]=1.C(O)(C(F)(F)F)=O, predict the reaction product. The product is: [ClH:19].[Cl:19][C:15]1[CH:16]=[CH:17][C:18]2[N:10]([CH2:9][C:8]([NH:1][C:2]3[CH:7]=[CH:6][CH:5]=[CH:4][CH:3]=3)=[O:33])[C:11]3[CH2:25][CH2:24][NH:23][CH2:22][CH2:21][C:12]=3[C:13]=2[C:14]=1[Cl:20].